This data is from Catalyst prediction with 721,799 reactions and 888 catalyst types from USPTO. The task is: Predict which catalyst facilitates the given reaction. (1) Reactant: Cl[C:2]1[CH:3]=[CH:4][C:5]([N+:9]([O-:11])=[O:10])=[C:6]([CH:8]=1)[NH2:7].[CH3:12][O-:13].[Na+]. Product: [CH3:12][O:13][C:2]1[CH:3]=[CH:4][C:5]([N+:9]([O-:11])=[O:10])=[C:6]([CH:8]=1)[NH2:7]. The catalyst class is: 5. (2) The catalyst class is: 21. Reactant: [F:1][C:2]([F:11])([F:10])[C:3]1[CH:8]=[CH:7][C:6]([OH:9])=[CH:5][CH:4]=1.C(=O)([O-])[O-].[K+].[K+].Br[CH:19]1[CH2:24][CH2:23][CH2:22][CH:21]=[CH:20]1. Product: [CH:24]1([O:9][C:6]2[CH:5]=[CH:4][C:3]([C:2]([F:10])([F:11])[F:1])=[CH:8][CH:7]=2)[CH2:23][CH2:22][CH2:21][CH:20]=[CH:19]1.